Dataset: Forward reaction prediction with 1.9M reactions from USPTO patents (1976-2016). Task: Predict the product of the given reaction. (1) Given the reactants Cl[C:2]1[N:7]=[C:6]([S:8][CH2:9][C:10]2[CH:11]=[C:12]([C:16]([NH:18][CH3:19])=[O:17])[CH:13]=[CH:14][CH:15]=2)[C:5]([C:20]#[N:21])=[C:4]([C:22]2[CH:27]=[CH:26][C:25]([O:28][CH2:29][CH2:30][OH:31])=[CH:24][CH:23]=2)[C:3]=1[C:32]#[N:33].[NH:34]1[CH2:38][CH2:37][C@@H:36]([OH:39])[CH2:35]1.O, predict the reaction product. The product is: [C:20]([C:5]1[C:6]([S:8][CH2:9][C:10]2[CH:11]=[C:12]([C:16]([NH:18][CH3:19])=[O:17])[CH:13]=[CH:14][CH:15]=2)=[N:7][C:2]([N:34]2[CH2:38][CH2:37][C@@H:36]([OH:39])[CH2:35]2)=[C:3]([C:32]#[N:33])[C:4]=1[C:22]1[CH:27]=[CH:26][C:25]([O:28][CH2:29][CH2:30][OH:31])=[CH:24][CH:23]=1)#[N:21]. (2) The product is: [CH2:1]([O:8][C:9]([N:11]1[CH2:15][CH2:14][CH2:13][CH:12]1[C:16](=[O:28])[CH2:17][C:18](=[O:20])[CH3:19])=[O:10])[C:2]1[CH:7]=[CH:6][CH:5]=[CH:4][CH:3]=1. Given the reactants [CH2:1]([O:8][C:9]([N:11]1[CH2:15][CH2:14][CH2:13][CH:12]1[C:16](=[O:28])[CH:17](C(OC(C)(C)C)=O)[C:18](=[O:20])[CH3:19])=[O:10])[C:2]1[CH:7]=[CH:6][CH:5]=[CH:4][CH:3]=1.O.C1(C)C=CC(S(O)(=O)=O)=CC=1, predict the reaction product. (3) Given the reactants Br[C:2]1[CH:3]=[CH:4][C:5]([NH:8][CH2:9][C:10]2[CH:15]=[CH:14][C:13]([C:16]([F:19])([F:18])[F:17])=[CH:12][CH:11]=2)=[N:6][CH:7]=1.C([Li])(C)(C)C.CN(C)[CH:27]=[O:28], predict the reaction product. The product is: [F:17][C:16]([F:19])([F:18])[C:13]1[CH:14]=[CH:15][C:10]([CH2:9][NH:8][C:5]2[N:6]=[CH:7][C:2]([CH:27]=[O:28])=[CH:3][CH:4]=2)=[CH:11][CH:12]=1. (4) Given the reactants [S:1]([N:11]1[C:19]2[C:14](=[C:15]([CH:20](O)[CH3:21])[CH:16]=[CH:17][CH:18]=2)[CH:13]=[CH:12]1)([C:4]1[CH:10]=[CH:9][C:7]([CH3:8])=[CH:6][CH:5]=1)(=[O:3])=[O:2].P(Br)(Br)[Br:24].C([O-])(O)=O.[Na+], predict the reaction product. The product is: [Br:24][CH:20]([C:15]1[CH:16]=[CH:17][CH:18]=[C:19]2[C:14]=1[CH:13]=[CH:12][N:11]2[S:1]([C:4]1[CH:10]=[CH:9][C:7]([CH3:8])=[CH:6][CH:5]=1)(=[O:3])=[O:2])[CH3:21]. (5) Given the reactants [CH3:1][O:2][C:3](=[O:19])[C:4]1[CH:9]=[CH:8][C:7](/[CH:10]=[CH:11]/[C:12]([O:14]C(C)(C)C)=[O:13])=[CH:6][CH:5]=1.Cl.O1CCOCC1, predict the reaction product. The product is: [CH3:1][O:2][C:3](=[O:19])[C:4]1[CH:5]=[CH:6][C:7](/[CH:10]=[CH:11]/[C:12]([OH:14])=[O:13])=[CH:8][CH:9]=1. (6) Given the reactants [NH:1]1[C:5]2=[N:6][CH:7]=[CH:8][CH:9]=[C:4]2[C:3]([CH:10]=[C:11]([C:15]2[CH:20]=[CH:19][CH:18]=[CH:17][CH:16]=2)[C:12]([OH:14])=O)=[CH:2]1.[N:21]1(OC(N(C)C)=[N+](C)C)[C:25]2C=C[CH:28]=[CH:29][C:24]=2N=N1.ON1C2C=CC=CC=2N=N1.C(N(CC)C(C)C)(C)C.C(N)CCC, predict the reaction product. The product is: [CH2:25]([NH:21][C:12](=[O:14])[C:11]([C:15]1[CH:20]=[CH:19][CH:18]=[CH:17][CH:16]=1)=[CH:10][C:3]1[C:4]2[C:5](=[N:6][CH:7]=[CH:8][CH:9]=2)[NH:1][CH:2]=1)[CH2:24][CH2:29][CH3:28].